This data is from NCI-60 drug combinations with 297,098 pairs across 59 cell lines. The task is: Regression. Given two drug SMILES strings and cell line genomic features, predict the synergy score measuring deviation from expected non-interaction effect. (1) Drug 1: CC12CCC3C(C1CCC2=O)CC(=C)C4=CC(=O)C=CC34C. Drug 2: C1=NC2=C(N1)C(=S)N=C(N2)N. Cell line: HS 578T. Synergy scores: CSS=45.9, Synergy_ZIP=-0.894, Synergy_Bliss=0.0819, Synergy_Loewe=-6.22, Synergy_HSA=2.08. (2) Drug 1: CC1=C(C=C(C=C1)NC(=O)C2=CC=C(C=C2)CN3CCN(CC3)C)NC4=NC=CC(=N4)C5=CN=CC=C5. Drug 2: N.N.Cl[Pt+2]Cl. Cell line: SNB-19. Synergy scores: CSS=54.1, Synergy_ZIP=-0.864, Synergy_Bliss=-2.13, Synergy_Loewe=-12.2, Synergy_HSA=-0.782. (3) Drug 1: C1C(C(OC1N2C=C(C(=O)NC2=O)F)CO)O. Drug 2: C1=CC=C(C(=C1)C(C2=CC=C(C=C2)Cl)C(Cl)Cl)Cl. Cell line: SK-MEL-5. Synergy scores: CSS=19.4, Synergy_ZIP=-5.13, Synergy_Bliss=0.348, Synergy_Loewe=-8.08, Synergy_HSA=2.28. (4) Drug 1: C1=CC(=CC=C1CCC2=CNC3=C2C(=O)NC(=N3)N)C(=O)NC(CCC(=O)O)C(=O)O. Drug 2: C1C(C(OC1N2C=C(C(=O)NC2=O)F)CO)O. Cell line: M14. Synergy scores: CSS=34.2, Synergy_ZIP=-2.32, Synergy_Bliss=-2.85, Synergy_Loewe=0.984, Synergy_HSA=3.22. (5) Drug 1: C1=CC(=CC=C1CCCC(=O)O)N(CCCl)CCCl. Drug 2: CC1C(C(CC(O1)OC2CC(CC3=C2C(=C4C(=C3O)C(=O)C5=C(C4=O)C(=CC=C5)OC)O)(C(=O)CO)O)N)O.Cl. Cell line: SN12C. Synergy scores: CSS=46.9, Synergy_ZIP=5.67, Synergy_Bliss=7.71, Synergy_Loewe=-8.67, Synergy_HSA=8.40. (6) Drug 1: CCCCCOC(=O)NC1=NC(=O)N(C=C1F)C2C(C(C(O2)C)O)O. Drug 2: CNC(=O)C1=NC=CC(=C1)OC2=CC=C(C=C2)NC(=O)NC3=CC(=C(C=C3)Cl)C(F)(F)F. Cell line: MCF7. Synergy scores: CSS=-8.49, Synergy_ZIP=3.93, Synergy_Bliss=-1.42, Synergy_Loewe=-2.94, Synergy_HSA=-7.02. (7) Drug 1: CC1=C(C=C(C=C1)C(=O)NC2=CC(=CC(=C2)C(F)(F)F)N3C=C(N=C3)C)NC4=NC=CC(=N4)C5=CN=CC=C5. Drug 2: CC=C1C(=O)NC(C(=O)OC2CC(=O)NC(C(=O)NC(CSSCCC=C2)C(=O)N1)C(C)C)C(C)C. Cell line: UO-31. Synergy scores: CSS=-3.46, Synergy_ZIP=2.02, Synergy_Bliss=2.28, Synergy_Loewe=-4.86, Synergy_HSA=-4.67. (8) Drug 1: CN1CCC(CC1)COC2=C(C=C3C(=C2)N=CN=C3NC4=C(C=C(C=C4)Br)F)OC. Drug 2: CC1=C(C(CCC1)(C)C)C=CC(=CC=CC(=CC(=O)O)C)C. Cell line: CCRF-CEM. Synergy scores: CSS=14.6, Synergy_ZIP=-3.58, Synergy_Bliss=1.68, Synergy_Loewe=2.13, Synergy_HSA=2.15.